Dataset: Full USPTO retrosynthesis dataset with 1.9M reactions from patents (1976-2016). Task: Predict the reactants needed to synthesize the given product. (1) Given the product [O:31]1[CH2:32][CH:33]=[C:34]([C:2]2[CH:3]=[C:4]3[N:10]([C:11]4[C:20]5[C:15](=[CH:16][C:17]([F:21])=[CH:18][CH:19]=5)[N:14]=[C:13]([C:22]5[CH:27]=[CH:26][CH:25]=[CH:24][N:23]=5)[C:12]=4[CH3:28])[CH2:9][C:8]([CH3:30])([CH3:29])[C:5]3=[N:6][CH:7]=2)[CH2:35][CH2:36]1, predict the reactants needed to synthesize it. The reactants are: Br[C:2]1[CH:3]=[C:4]2[N:10]([C:11]3[C:20]4[C:15](=[CH:16][C:17]([F:21])=[CH:18][CH:19]=4)[N:14]=[C:13]([C:22]4[CH:27]=[CH:26][CH:25]=[CH:24][N:23]=4)[C:12]=3[CH3:28])[CH2:9][C:8]([CH3:30])([CH3:29])[C:5]2=[N:6][CH:7]=1.[O:31]1[CH2:36][CH:35]=[C:34](B2OC(C)(C)C(C)(C)O2)[CH2:33][CH2:32]1.[O-]P([O-])([O-])=O.[K+].[K+].[K+].COC1C=CC=C(OC)C=1C1C=CC=CC=1P(C1CCCCC1)C1CCCCC1. (2) Given the product [Si:11]([O:28][CH2:29][CH2:30][CH2:31][CH:32]=[O:33])([C:24]([CH3:26])([CH3:27])[CH3:25])([C:18]1[CH:19]=[CH:20][CH:21]=[CH:22][CH:23]=1)[C:12]1[CH:13]=[CH:14][CH:15]=[CH:16][CH:17]=1, predict the reactants needed to synthesize it. The reactants are: C(Cl)(=O)C(Cl)=O.CS(C)=O.[Si:11]([O:28][CH2:29][CH2:30][CH2:31][CH2:32][OH:33])([C:24]([CH3:27])([CH3:26])[CH3:25])([C:18]1[CH:23]=[CH:22][CH:21]=[CH:20][CH:19]=1)[C:12]1[CH:17]=[CH:16][CH:15]=[CH:14][CH:13]=1.C(N(CC)CC)C. (3) Given the product [N+:21]([C:24]1[CH:29]=[CH:28][C:27]([C:2]2[CH:7]=[CH:6][C:5]([S:8]([NH:11][C@H:12]([C:16]([O:18][CH3:19])=[O:17])[CH:13]([CH3:15])[CH3:14])(=[O:10])=[O:9])=[CH:4][CH:3]=2)=[CH:26][CH:25]=1)([O-:23])=[O:22], predict the reactants needed to synthesize it. The reactants are: Br[C:2]1[CH:7]=[CH:6][C:5]([S:8]([N:11](C)[C@H:12]([C:16]([O:18][CH3:19])=[O:17])[CH:13]([CH3:15])[CH3:14])(=[O:10])=[O:9])=[CH:4][CH:3]=1.[N+:21]([C:24]1[CH:29]=[CH:28][C:27](B(O)O)=[CH:26][CH:25]=1)([O-:23])=[O:22].C1(C)C=CC=CC=1.C(=O)(O)[O-].[Na+]. (4) Given the product [F:1][C:2]([F:8])([F:7])[S:3]([O-:6])(=[O:5])=[O:4].[CH3:31][S:32][C:26]1[CH:25]=[CH:24][C:23]([S+:16]([C:17]2[CH:22]=[CH:21][CH:20]=[CH:19][CH:18]=2)[C:13]2[CH:14]=[CH:15][CH:10]=[CH:11][CH:12]=2)=[CH:28][CH:27]=1, predict the reactants needed to synthesize it. The reactants are: [F:1][C:2]([F:8])([F:7])[S:3]([O-:6])(=[O:5])=[O:4].F[C:10]1[CH:15]=[CH:14][C:13]([S+:16]([C:23]2[CH:28]=[CH:27][CH:26]=[CH:25][CH:24]=2)[C:17]2[CH:22]=[CH:21][CH:20]=[CH:19][CH:18]=2)=[CH:12][CH:11]=1.[OH-].[Na+].[CH3:31][SH:32]. (5) Given the product [CH3:10][O:11][CH:1]([NH:3][C:4](=[N:7][C:8]#[N:9])[S:5][CH3:6])[CH3:2], predict the reactants needed to synthesize it. The reactants are: [CH2:1]([NH:3][C:4](=[N:7][C:8]#[N:9])[S:5][CH3:6])[CH3:2].[CH3:10][O:11]CCN.C(N)C. (6) Given the product [Br:1][C:2]1[CH:3]=[C:4]([CH3:12])[C:5]2[N:9]=[C:8]([CH3:10])[N:7]([CH2:18][C:19]3[CH:24]=[CH:23][C:22]([O:25][CH2:26][CH3:27])=[CH:21][C:20]=3[CH3:28])[C:6]=2[CH:11]=1, predict the reactants needed to synthesize it. The reactants are: [Br:1][C:2]1[CH:3]=[C:4]([CH3:12])[C:5]2[N:9]=[C:8]([CH3:10])[NH:7][C:6]=2[CH:11]=1.CS(O[CH2:18][C:19]1[CH:24]=[CH:23][C:22]([O:25][CH2:26][CH3:27])=[CH:21][C:20]=1[CH3:28])(=O)=O. (7) Given the product [Br:12][C:6]1[NH:5][CH:4]=[C:3]([C:7]([O:9][CH2:10][CH3:11])=[O:8])[C:2]=1[CH3:1], predict the reactants needed to synthesize it. The reactants are: [CH3:1][C:2]1[C:3]([C:7]([O:9][CH2:10][CH3:11])=[O:8])=[CH:4][NH:5][CH:6]=1.[Br:12]N1C(=O)CCC1=O.